Task: Predict the reactants needed to synthesize the given product.. Dataset: Full USPTO retrosynthesis dataset with 1.9M reactions from patents (1976-2016) Given the product [F:1][C:2]1[CH:7]=[CH:6][CH:5]=[CH:4][C:3]=1[N:8]1[C:16]2[C:11](=[C:12]([N:17]3[CH2:21][CH2:20][N:19]([CH2:26][C:27](=[O:28])[N:29]4[CH2:33][CH2:32][CH2:31][CH2:30]4)[C:18]3=[O:22])[CH:13]=[CH:14][CH:15]=2)[CH:10]=[N:9]1, predict the reactants needed to synthesize it. The reactants are: [F:1][C:2]1[CH:7]=[CH:6][CH:5]=[CH:4][C:3]=1[N:8]1[C:16]2[C:11](=[C:12]([N:17]3[CH2:21][CH2:20][NH:19][C:18]3=[O:22])[CH:13]=[CH:14][CH:15]=2)[CH:10]=[N:9]1.[H-].[Na+].Br[CH2:26][C:27]([N:29]1[CH2:33][CH2:32][CH2:31][CH2:30]1)=[O:28].